From a dataset of Full USPTO retrosynthesis dataset with 1.9M reactions from patents (1976-2016). Predict the reactants needed to synthesize the given product. (1) Given the product [CH3:1][C:2]1([CH3:14])[C:6]([CH3:7])([CH3:8])[O:5][B:4]([C:9]2[CH:13]=[N:12][N:11]([CH:25]3[CH2:26][CH2:27][N:22]([C:20]([O:19][C:15]([CH3:18])([CH3:17])[CH3:16])=[O:21])[CH2:23][CH2:24]3)[CH:10]=2)[O:3]1, predict the reactants needed to synthesize it. The reactants are: [CH3:1][C:2]1([CH3:14])[C:6]([CH3:8])([CH3:7])[O:5][B:4]([C:9]2[CH:10]=[N:11][NH:12][CH:13]=2)[O:3]1.[C:15]([O:19][C:20]([N:22]1[CH2:27][CH2:26][CH:25](OS(C)(=O)=O)[CH2:24][CH2:23]1)=[O:21])([CH3:18])([CH3:17])[CH3:16].C(=O)([O-])[O-].[Cs+].[Cs+]. (2) Given the product [CH3:20][Si:19]([C:18]#[C:17][C:14]1[CH:15]=[CH:16][C:11]([C:9]#[C:8][C:5]2[CH:6]=[CH:7][C:2]([CH3:1])=[CH:3][CH:4]=2)=[CH:12][CH:13]=1)([CH3:22])[CH3:21], predict the reactants needed to synthesize it. The reactants are: [CH3:1][C:2]1[CH:7]=[CH:6][C:5]([C:8]#[CH:9])=[CH:4][CH:3]=1.I[C:11]1[CH:16]=[CH:15][C:14]([C:17]#[C:18][Si:19]([CH3:22])([CH3:21])[CH3:20])=[CH:13][CH:12]=1. (3) Given the product [S:1]([OH:5])([OH:4])(=[O:3])=[O:2].[CH3:9][O:10][C:7](=[NH:8])[NH2:6], predict the reactants needed to synthesize it. The reactants are: [S:1](=[O:5])(=[O:4])([OH:3])[OH:2].[N:6]#[C:7][NH2:8].[CH3:9][OH:10].OS(O)(=O)=O. (4) Given the product [F:1][C:2]1[C:7]([F:8])=[CH:6][CH:5]=[CH:4][C:3]=1[C:9]1[N:10]=[C:11]2[C:16]([NH2:17])=[N:15][N:14]([CH2:20][C:21]3[O:25][N:24]=[C:23]([C:26]4[CH:31]=[CH:30][C:29]([O:32][CH2:33][CH2:34][CH3:35])=[CH:28][CH:27]=4)[CH:22]=3)[CH:13]=[C:12]2[N:18]=1, predict the reactants needed to synthesize it. The reactants are: [F:1][C:2]1[C:7]([F:8])=[CH:6][CH:5]=[CH:4][C:3]=1[C:9]1[N:10]=[C:11]2[C:16]([NH2:17])=[N:15][NH:14][CH:13]=[C:12]2[N:18]=1.Cl[CH2:20][C:21]1[O:25][N:24]=[C:23]([C:26]2[CH:31]=[CH:30][C:29]([O:32][CH2:33][CH2:34][CH3:35])=[CH:28][CH:27]=2)[CH:22]=1.